The task is: Predict which catalyst facilitates the given reaction.. This data is from Catalyst prediction with 721,799 reactions and 888 catalyst types from USPTO. (1) Reactant: [NH2:1][C:2]1[CH:3]=[C:4]([NH:9]C(=O)C)[CH:5]=[CH:6][C:7]=1[CH3:8].[Cl:13][C:14]1[N:19]=[C:18]([C:20]2[CH:25]=[CH:24][CH:23]=[CH:22][CH:21]=2)[CH:17]=[CH:16][N:15]=1.O. Product: [ClH:13].[CH3:8][C:7]1[C:2]([NH:1][C:14]2[N:19]=[C:18]([C:20]3[CH:25]=[CH:24][CH:23]=[CH:22][CH:21]=3)[CH:17]=[CH:16][N:15]=2)=[CH:3][C:4]([NH2:9])=[CH:5][CH:6]=1. The catalyst class is: 3. (2) Reactant: C([O:3][C:4]([C:6]1[CH:11]=[CH:10][CH:9]=[C:8]([CH2:12][OH:13])[N:7]=1)=[O:5])C.[OH-].[Na+].Cl. Product: [OH:13][CH2:12][C:8]1[N:7]=[C:6]([C:4]([OH:5])=[O:3])[CH:11]=[CH:10][CH:9]=1. The catalyst class is: 5. (3) Reactant: C([N:4]1[CH2:21][CH2:20][CH2:19][CH2:18][O:17][CH2:16][CH2:15][C@@H:14]([CH3:22])[CH2:13][C@@H:12]([C@H:23]([OH:39])[CH2:24][NH:25][C:26]2([C:29]3[CH:34]=[CH:33][CH:32]=[C:31]([C:35]([CH3:38])([CH3:37])[CH3:36])[CH:30]=3)[CH2:28][CH2:27]2)[NH:11][C:10](=[O:40])[C:9]2=[CH:41][C:5]1=[N:6][C:7]([CH3:42])=[CH:8]2)(=O)C.[OH-].[Na+]. Product: [C:35]([C:31]1[CH:30]=[C:29]([C:26]2([NH:25][CH2:24][C@H:23]([C@H:12]3[NH:11][C:10](=[O:40])[C:9]4=[CH:41][C:5](=[N:6][C:7]([CH3:42])=[CH:8]4)[NH:4][CH2:21][CH2:20][CH2:19][CH2:18][O:17][CH2:16][CH2:15][C@@H:14]([CH3:22])[CH2:13]3)[OH:39])[CH2:28][CH2:27]2)[CH:34]=[CH:33][CH:32]=1)([CH3:38])([CH3:37])[CH3:36]. The catalyst class is: 88.